From a dataset of Full USPTO retrosynthesis dataset with 1.9M reactions from patents (1976-2016). Predict the reactants needed to synthesize the given product. (1) Given the product [CH2:25]([C:24]([O:23][CH2:16][C:17]1[CH:22]=[CH:21][CH:20]=[CH:19][CH:18]=1)=[O:60])[CH2:26][CH2:27][CH2:28][CH2:29][CH2:30][CH2:31][CH2:32][CH2:33][CH2:34][C:35]([C:36]([O:38][CH:1]1[C:66](=[O:67])[CH2:65][CH2:64][C:63]1=[O:68])=[O:37])([C:50]([O:52][CH2:53][C:54]1[CH:55]=[CH:56][CH:57]=[CH:58][CH:59]=1)=[O:51])[CH2:39][CH2:40][CH2:41][CH2:42][CH2:43][CH2:44][CH2:45][CH2:46][CH2:47][CH2:48][CH3:49], predict the reactants needed to synthesize it. The reactants are: [CH2:1]1CCC(N=C=NC2CCCCC2)CC1.[CH2:16]([O:23][C:24](=[O:60])[CH2:25][CH2:26][CH2:27][CH2:28][CH2:29][CH2:30][CH2:31][CH2:32][CH2:33][CH2:34][C:35]([C:50]([O:52][CH2:53][C:54]1[CH:59]=[CH:58][CH:57]=[CH:56][CH:55]=1)=[O:51])([CH2:39][CH2:40][CH2:41][CH2:42][CH2:43][CH2:44][CH2:45][CH2:46][CH2:47][CH2:48][CH3:49])[C:36]([OH:38])=[O:37])[C:17]1[CH:22]=[CH:21][CH:20]=[CH:19][CH:18]=1.ON1[C:66](=[O:67])[CH2:65][CH2:64][C:63]1=[O:68]. (2) Given the product [C:1]([O:5][C:6]([N:8]1[CH2:16][C:15]2[C:10](=[CH:11][CH:12]=[C:13]([C:17]3([NH2:18])[CH2:20][CH2:19]3)[CH:14]=2)[CH2:9]1)=[O:7])([CH3:4])([CH3:2])[CH3:3], predict the reactants needed to synthesize it. The reactants are: [C:1]([O:5][C:6]([N:8]1[CH2:16][C:15]2[C:10](=[CH:11][CH:12]=[C:13]([C:17]#[N:18])[CH:14]=2)[CH2:9]1)=[O:7])([CH3:4])([CH3:3])[CH3:2].[CH2:19]([Mg]Br)[CH3:20].B(F)(F)F. (3) Given the product [Cl:1][C:2]1[CH:7]=[C:6]([C:8]2[CH:13]=[CH:12][C:11]([F:14])=[CH:10][CH:9]=2)[C:5]([NH2:15])=[CH:4][CH:3]=1, predict the reactants needed to synthesize it. The reactants are: [Cl:1][C:2]1[CH:3]=[CH:4][C:5]([N+:15]([O-])=O)=[C:6]([C:8]2[CH:13]=[CH:12][C:11]([F:14])=[CH:10][CH:9]=2)[CH:7]=1.[Cl-].[NH4+].C(OCC)(=O)C. (4) Given the product [CH3:12][O:13][C:14]1[CH:22]=[CH:21][C:17]([C:18]2[O:1][N:2]=[C:3]([C:5]3[C:10]([CH3:11])=[CH:9][CH:8]=[CH:7][N:6]=3)[N:4]=2)=[C:16]([OH:23])[CH:15]=1, predict the reactants needed to synthesize it. The reactants are: [OH:1][NH:2][C:3]([C:5]1[C:10]([CH3:11])=[CH:9][CH:8]=[CH:7][N:6]=1)=[NH:4].[CH3:12][O:13][C:14]1[CH:15]=[C:16]([OH:23])[C:17](=[CH:21][CH:22]=1)[C:18](O)=O. (5) Given the product [CH2:13]([N:15]1[C:19]2[N:20]=[C:21]([C:30]3[CH:36]=[CH:35][C:33]([NH:34][C:2]([NH:44][C:45]4[CH:59]=[CH:58][C:48]([C:49]([NH:51][C:52]5[CH:53]=[N:54][CH:55]=[CH:56][CH:57]=5)=[O:50])=[CH:47][CH:46]=4)=[O:4])=[CH:32][CH:31]=3)[N:22]=[C:23]([N:24]3[CH2:25][CH2:26][O:27][CH2:28][CH2:29]3)[C:18]=2[N:17]=[N:16]1)[CH3:14], predict the reactants needed to synthesize it. The reactants are: Cl[C:2](Cl)([O:4]C(=O)OC(Cl)(Cl)Cl)Cl.[CH2:13]([N:15]1[C:19]2[N:20]=[C:21]([C:30]3[CH:36]=[CH:35][C:33]([NH2:34])=[CH:32][CH:31]=3)[N:22]=[C:23]([N:24]3[CH2:29][CH2:28][O:27][CH2:26][CH2:25]3)[C:18]=2[N:17]=[N:16]1)[CH3:14].CCN(CC)CC.[NH2:44][C:45]1[CH:59]=[CH:58][C:48]([C:49]([NH:51][C:52]2[CH:53]=[N:54][CH:55]=[CH:56][CH:57]=2)=[O:50])=[CH:47][CH:46]=1. (6) The reactants are: [CH2:1]([O:3][C:4](=[O:23])[CH2:5][CH2:6][CH2:7][N:8]1[C:12]([C:13]([O:15]CC)=O)=[CH:11][C:10]([C:18]([O:20][CH2:21][CH3:22])=[O:19])=[N:9]1)[CH3:2].[H-].[Na+].Cl. Given the product [O:15]=[C:13]1[CH:5]([C:4]([O:3][CH2:1][CH3:2])=[O:23])[CH2:6][CH2:7][N:8]2[N:9]=[C:10]([C:18]([O:20][CH2:21][CH3:22])=[O:19])[CH:11]=[C:12]12, predict the reactants needed to synthesize it. (7) The reactants are: [CH3:1][O:2][C:3]([C:5]1[NH:9][C:8]([CH2:10][CH2:11][C:12]([OH:14])=O)=[CH:7][CH:6]=1)=[O:4].O.C(=O)(O)[O-].[Na+]. Given the product [O:14]=[C:12]1[C:7]2[CH:6]=[C:5]([C:3]([O:2][CH3:1])=[O:4])[NH:9][C:8]=2[CH2:10][CH2:11]1, predict the reactants needed to synthesize it. (8) Given the product [CH3:26][O:27][C:28]1[CH:29]=[C:30]([NH:31][CH:2]([C:20]2[CH:25]=[CH:24][CH:23]=[CH:22][CH:21]=2)[C:3]([C:5]2[C:13]3[C:8](=[CH:9][CH:10]=[CH:11][CH:12]=3)[N:7]([CH2:14][C:15]([O:17][CH2:18][CH3:19])=[O:16])[CH:6]=2)=[O:4])[CH:32]=[CH:33][CH:34]=1, predict the reactants needed to synthesize it. The reactants are: Cl[CH:2]([C:20]1[CH:25]=[CH:24][CH:23]=[CH:22][CH:21]=1)[C:3]([C:5]1[C:13]2[C:8](=[CH:9][CH:10]=[CH:11][CH:12]=2)[N:7]([CH2:14][C:15]([O:17][CH2:18][CH3:19])=[O:16])[CH:6]=1)=[O:4].[CH3:26][O:27][C:28]1[CH:29]=[C:30]([CH:32]=[CH:33][CH:34]=1)[NH2:31].CCN(C(C)C)C(C)C. (9) Given the product [C:18]([O:22][C:23](=[O:34])[NH:24][C@H:25]1[CH2:26][CH2:27][C@H:28]([CH2:31][CH2:32][N:14]2[CH2:15][CH2:16][CH:11]([O:10][C:5]3[CH:4]=[CH:3][C:2]([F:1])=[CH:9][C:6]=3[C:7]#[N:8])[CH2:12][CH2:13]2)[CH2:29][CH2:30]1)([CH3:21])([CH3:20])[CH3:19], predict the reactants needed to synthesize it. The reactants are: [F:1][C:2]1[CH:3]=[CH:4][C:5]([O:10][CH:11]2[CH2:16][CH2:15][NH:14][CH2:13][CH2:12]2)=[C:6]([CH:9]=1)[C:7]#[N:8].Cl.[C:18]([O:22][C:23](=[O:34])[NH:24][C@H:25]1[CH2:30][CH2:29][C@H:28]([CH2:31][CH:32]=O)[CH2:27][CH2:26]1)([CH3:21])([CH3:20])[CH3:19].C(O[BH-](OC(=O)C)OC(=O)C)(=O)C.[Na+]. (10) Given the product [CH2:1]([N:8]1[CH2:13][CH2:12][N:11]2[CH:14]=[N:15][C:16]([Br:39])=[C:10]2[CH2:9]1)[C:2]1[CH:7]=[CH:6][CH:5]=[CH:4][CH:3]=1, predict the reactants needed to synthesize it. The reactants are: [CH2:1]([N:8]1[CH2:13][CH2:12][N:11]2[C:14](Br)=[N:15][CH:16]=[C:10]2[CH2:9]1)[C:2]1[CH:7]=[CH:6][CH:5]=[CH:4][CH:3]=1.C(N1CCN2C=NC=C2C1)C1C=CC=CC=1.C([Li])CCC.[Br:39]Br.